This data is from NCI-60 drug combinations with 297,098 pairs across 59 cell lines. The task is: Regression. Given two drug SMILES strings and cell line genomic features, predict the synergy score measuring deviation from expected non-interaction effect. (1) Drug 2: CC=C1C(=O)NC(C(=O)OC2CC(=O)NC(C(=O)NC(CSSCCC=C2)C(=O)N1)C(C)C)C(C)C. Drug 1: C1CC(=O)NC(=O)C1N2CC3=C(C2=O)C=CC=C3N. Cell line: SR. Synergy scores: CSS=69.9, Synergy_ZIP=-5.90, Synergy_Bliss=-8.28, Synergy_Loewe=-3.78, Synergy_HSA=-2.40. (2) Drug 1: C1CC(=O)NC(=O)C1N2CC3=C(C2=O)C=CC=C3N. Drug 2: C(CN)CNCCSP(=O)(O)O. Cell line: A549. Synergy scores: CSS=8.99, Synergy_ZIP=-1.00, Synergy_Bliss=2.68, Synergy_Loewe=-1.11, Synergy_HSA=1.49. (3) Drug 1: CC(CN1CC(=O)NC(=O)C1)N2CC(=O)NC(=O)C2. Drug 2: CC1CCCC2(C(O2)CC(NC(=O)CC(C(C(=O)C(C1O)C)(C)C)O)C(=CC3=CSC(=N3)C)C)C. Cell line: HOP-92. Synergy scores: CSS=11.0, Synergy_ZIP=-4.40, Synergy_Bliss=-1.69, Synergy_Loewe=-1.86, Synergy_HSA=-2.05. (4) Drug 1: CC1=C(N=C(N=C1N)C(CC(=O)N)NCC(C(=O)N)N)C(=O)NC(C(C2=CN=CN2)OC3C(C(C(C(O3)CO)O)O)OC4C(C(C(C(O4)CO)O)OC(=O)N)O)C(=O)NC(C)C(C(C)C(=O)NC(C(C)O)C(=O)NCCC5=NC(=CS5)C6=NC(=CS6)C(=O)NCCC[S+](C)C)O. Drug 2: CC(C)(C#N)C1=CC(=CC(=C1)CN2C=NC=N2)C(C)(C)C#N. Cell line: OVCAR-4. Synergy scores: CSS=12.0, Synergy_ZIP=-4.21, Synergy_Bliss=-0.599, Synergy_Loewe=-1.95, Synergy_HSA=-0.247. (5) Drug 1: CCCS(=O)(=O)NC1=C(C(=C(C=C1)F)C(=O)C2=CNC3=C2C=C(C=N3)C4=CC=C(C=C4)Cl)F. Drug 2: CCCS(=O)(=O)NC1=C(C(=C(C=C1)F)C(=O)C2=CNC3=C2C=C(C=N3)C4=CC=C(C=C4)Cl)F. Cell line: SK-MEL-5. Synergy scores: CSS=46.0, Synergy_ZIP=1.06, Synergy_Bliss=0.631, Synergy_Loewe=-1.17, Synergy_HSA=5.30.